Dataset: Forward reaction prediction with 1.9M reactions from USPTO patents (1976-2016). Task: Predict the product of the given reaction. (1) Given the reactants CC[O-].[Na+].C[O:6][C:7](=O)[CH2:8][S:9][CH:10]([CH3:16])[CH2:11][C:12]([O:14][CH3:15])=[O:13].C(O)(=O)C, predict the reaction product. The product is: [CH3:16][CH:10]1[CH:11]([C:12]([O:14][CH3:15])=[O:13])[C:7](=[O:6])[CH2:8][S:9]1. (2) Given the reactants [O:1]1[CH:5]=[CH:4][CH:3]=[C:2]1[C:6](=O)[C:7]([C:9]1[CH:14]=[CH:13][CH:12]=[CH:11][CH:10]=1)=O.[NH2:16][C:17]1[CH:18]=[C:19]([CH:23]=[CH:24][C:25]=1[NH2:26])[C:20]([OH:22])=[O:21], predict the reaction product. The product is: [O:1]1[CH:5]=[CH:4][CH:3]=[C:2]1[C:6]1[C:7]([C:9]2[CH:14]=[CH:13][CH:12]=[CH:11][CH:10]=2)=[N:16][C:17]2[C:25](=[CH:24][CH:23]=[C:19]([C:20]([OH:22])=[O:21])[CH:18]=2)[N:26]=1. (3) Given the reactants [NH2:1][C:2]1[CH:7]=[CH:6][CH:5]=[CH:4][C:3]=1[OH:8].C(=O)([O-])[O-].[K+].[K+].Br[CH2:16][CH2:17]Br, predict the reaction product. The product is: [O:8]1[C:3]2[CH:4]=[CH:5][CH:6]=[CH:7][C:2]=2[NH:1][CH2:17][CH2:16]1. (4) Given the reactants [CH3:1][C:2]([C:4]1[CH:9]=[CH:8][CH:7]=[C:6]([N+:10]([O-:12])=[O:11])[CH:5]=1)=O.[N:13]1[NH:14][C:15](=[O:19])[CH:16]=CC=1, predict the reaction product. The product is: [O:19]=[C:15]1[NH:14][N:13]=[C:2]([C:4]2[CH:5]=[C:6]([N+:10]([O-:12])=[O:11])[CH:7]=[CH:8][CH:9]=2)[CH:1]=[CH:16]1. (5) Given the reactants F[C:2]1[C:3]([F:10])=[C:4]([CH:7]=[CH:8][CH:9]=1)[C:5]#[N:6].[CH3:11][O-:12].[Na+].O, predict the reaction product. The product is: [F:10][C:3]1[CH:2]=[CH:9][CH:8]=[C:7]([O:12][CH3:11])[C:4]=1[C:5]#[N:6].